Dataset: Drug-target binding data from BindingDB using IC50 measurements. Task: Regression. Given a target protein amino acid sequence and a drug SMILES string, predict the binding affinity score between them. We predict pIC50 (pIC50 = -log10(IC50 in M); higher means more potent). Dataset: bindingdb_ic50. (1) The compound is CC1=C(C(=O)Nc2ccc3[nH]ncc3c2)C(c2ccc(F)cc2)NC(=O)N1. The target protein (P43249) has sequence MELENIVANTVLLKAREGGGGKRKGKSKKWKEILKFPHINQCEDLRRTIDRDYCSLCDKQPVGRLLFRQFCETRPGLESYIQFLDSVAEYEVTPDEKLGEKGKEIMTKYLTPKSPVFITQVGRDLVSQTEEKLLQKPCKELFSACVQSVHDYLRGEPFHEYLDSMYFDRFLQWKWLERQPVTKNTFRQYRVLGKGGFGEVCACQVRATGKMYACKRLEKKRIKKRKGESMALNEKQILEKVNSRFVVNLAYAYETKDALCLVLTIMNGGDLKFHIYNMGNPGFEEERALFYAAEILCGLEDLHHENIVYRDLKPENILLDDYGHIRISDLGLAVKIPEGDLIRGRVGTVGYMAPEVLNNQRYGLSPDYWGLGCLIYEMIEGQSPFRGRKEKVKREEVDRRVLETEEVYSHKFSEEAKSICKMLLTKDAKQRLGCQEEGAAEVKRHPFFRNMNFKRLEAGMLDPPFVPDPRAVYCKDVLDIEQFSTVKGVNLDHTDDDFYS.... The pIC50 is 4.0. (2) The small molecule is C/C=C/CNC(=N)NCCCCCCCCN1CCCCCCCCNC(=N)NC1=O. The target protein sequence is MLGFLGKSMALLAALQATLTSATPVSTNDVSVEKRASGYTNAVYFTNWGIYGRNFQPQDLVASDITHVIYPFMNFQADGTVVSGDAYADYQKHYSDDSWNDVGNNAYGCVKQLFKLKKANRNLKVMLSIGGWTWSTNFPSAASTDANRKNFAKTAITFMKDWGFDGIDVDWEYPADDTQATNMVLLLKEIRSQLDAYAAQYAPGYHFLLSIAAPAGPEHYSALHMADLGQVLDYVNLMAYDYAGSWSSYSGHDANLFANPSNPNSSPYNTDQAIKAYINGGVPASKIVLGMPIYGRSFESTNGIGQTYNGIGSGSWENGIWDYKVLPKAGATVQYDSVAQAYYSYDSSSKELISFDTPDMVSKKVSYLKNLGLGGSMFWEASADKTGSDSLIGTSHRALGSLDSTQNLLSYPNSQYDNIRSGLN. The pIC50 is 3.8.